This data is from Reaction yield outcomes from USPTO patents with 853,638 reactions. The task is: Predict the reaction yield, written as a fraction of the theoretical maximum amount of product (1.0 means a 100% yield; for example, 0.34 means a 34% yield). (1) The reactants are Br[C:2]1[CH:6]=[CH:5][S:4][CH:3]=1.[CH3:7][NH:8][CH:9]=[O:10]. The catalyst is [Cu]I. The product is [CH3:7][N:8]([C:2]1[CH:6]=[CH:5][S:4][CH:3]=1)[CH:9]=[O:10]. The yield is 0.810. (2) The product is [C:1]1([C:27]2[CH:28]=[CH:29][CH:30]=[CH:31][CH:32]=2)[CH:2]=[CH:3][C:4]([NH:7][C:8](=[O:26])[C:9]2[CH:14]=[CH:13][C:12]([O:15][CH:34]([CH3:36])[CH3:35])=[C:11]([NH:16][C:17](=[O:25])[CH2:18][N:19]3[CH2:20][CH2:21][O:22][CH2:23][CH2:24]3)[CH:10]=2)=[CH:5][CH:6]=1. The reactants are [C:1]1([C:27]2[CH:32]=[CH:31][CH:30]=[CH:29][CH:28]=2)[CH:6]=[CH:5][C:4]([NH:7][C:8](=[O:26])[C:9]2[CH:14]=[CH:13][C:12]([OH:15])=[C:11]([NH:16][C:17](=[O:25])[CH2:18][N:19]3[CH2:24][CH2:23][O:22][CH2:21][CH2:20]3)[CH:10]=2)=[CH:3][CH:2]=1.I[CH:34]([CH3:36])[CH3:35].C([O-])([O-])=O.[Cs+].[Cs+].O. The yield is 0.430. The catalyst is CN(C=O)C.